The task is: Predict the product of the given reaction.. This data is from Forward reaction prediction with 1.9M reactions from USPTO patents (1976-2016). (1) Given the reactants [ClH:1].[CH3:2][C:3]1[C:8]([C:9]2[CH:14]=[CH:13][CH:12]=[C:11]([C:15](=[O:26])[NH:16][CH:17]3[CH2:22][CH2:21][N:20]([CH:23]([CH3:25])[CH3:24])[CH2:19][CH2:18]3)[CH:10]=2)=[CH:7][C:6]([CH2:27][C@H:28]([NH:43][C:44]([C@H:46]2[CH2:51][CH2:50][C@H:49]([CH2:52][NH:53]C(=O)OC(C)(C)C)[CH2:48][CH2:47]2)=[O:45])[C:29](=[O:42])[NH:30][C:31]2[CH:36]=[CH:35][C:34]([C:37]3[NH:41][N:40]=[N:39][N:38]=3)=[CH:33][CH:32]=2)=[CH:5][CH:4]=1.C(#N)C, predict the reaction product. The product is: [ClH:1].[NH2:53][CH2:52][C@H:49]1[CH2:50][CH2:51][C@H:46]([C:44]([NH:43][C@H:28]([C:29](=[O:42])[NH:30][C:31]2[CH:36]=[CH:35][C:34]([C:37]3[NH:41][N:40]=[N:39][N:38]=3)=[CH:33][CH:32]=2)[CH2:27][C:6]2[CH:5]=[CH:4][C:3]([CH3:2])=[C:8]([C:9]3[CH:14]=[CH:13][CH:12]=[C:11]([C:15]([NH:16][CH:17]4[CH2:18][CH2:19][N:20]([CH:23]([CH3:24])[CH3:25])[CH2:21][CH2:22]4)=[O:26])[CH:10]=3)[CH:7]=2)=[O:45])[CH2:47][CH2:48]1. (2) Given the reactants C[O:2][C:3](=[O:28])[CH2:4][CH2:5][O:6][C@H:7]1[CH2:12][CH2:11][C@H:10]([N:13]([CH3:27])[S:14]([C:17]2[CH:22]=[CH:21][C:20]([C:23]([F:26])([F:25])[F:24])=[CH:19][CH:18]=2)(=[O:16])=[O:15])[CH2:9][CH2:8]1.[Li+].[OH-].OS([O-])(=O)=O.[K+], predict the reaction product. The product is: [CH3:27][N:13]([S:14]([C:17]1[CH:18]=[CH:19][C:20]([C:23]([F:25])([F:26])[F:24])=[CH:21][CH:22]=1)(=[O:16])=[O:15])[C@H:10]1[CH2:11][CH2:12][C@H:7]([O:6][CH2:5][CH2:4][C:3]([OH:28])=[O:2])[CH2:8][CH2:9]1. (3) Given the reactants C(N(CC)CC)C.Cl.[C:9](Cl)(=[O:16])[C:10]1[CH:15]=[CH:14][N:13]=[CH:12][CH:11]=1.Cl.Cl.[NH2:20][C:21]1[CH:53]=[CH:52][C:24]([O:25][C:26]2[CH:27]=[CH:28][C:29]3[N:33]=[C:32]([CH2:34][O:35][C:36]4[CH:49]=[CH:48][C:39]([CH2:40][CH:41]5[S:45][C:44](=[O:46])[NH:43][C:42]5=[O:47])=[CH:38][CH:37]=4)[N:31]([CH3:50])[C:30]=3[CH:51]=2)=[CH:23][CH:22]=1, predict the reaction product. The product is: [O:46]=[C:44]1[NH:43][C:42](=[O:47])[CH:41]([CH2:40][C:39]2[CH:38]=[CH:37][C:36]([O:35][CH2:34][C:32]3[N:31]([CH3:50])[C:30]4[CH:51]=[C:26]([O:25][C:24]5[CH:52]=[CH:53][C:21]([NH:20][C:9](=[O:16])[C:10]6[CH:15]=[CH:14][N:13]=[CH:12][CH:11]=6)=[CH:22][CH:23]=5)[CH:27]=[CH:28][C:29]=4[N:33]=3)=[CH:49][CH:48]=2)[S:45]1. (4) Given the reactants [NH2:1][C:2]1[CH:22]=[CH:21][C:5]([C:6]([N:8]2[CH2:13][CH2:12][N:11]([C:14]([O:16][C:17]([CH3:20])([CH3:19])[CH3:18])=[O:15])[CH2:10][CH2:9]2)=[O:7])=[CH:4][C:3]=1[F:23].[C:24](Cl)(=O)[O:25]C1C=CC([N+]([O-])=O)=CC=1.[CH:37]1([NH2:41])[CH2:40][CH2:39][CH2:38]1, predict the reaction product. The product is: [CH:37]1([NH:41][C:24](=[O:25])[NH:1][C:2]2[CH:22]=[CH:21][C:5]([C:6]([N:8]3[CH2:13][CH2:12][N:11]([C:14]([O:16][C:17]([CH3:18])([CH3:19])[CH3:20])=[O:15])[CH2:10][CH2:9]3)=[O:7])=[CH:4][C:3]=2[F:23])[CH2:40][CH2:39][CH2:38]1. (5) Given the reactants [C:1]([C:4]1[CH:5]=[CH:6][C:7]([F:14])=[C:8]([NH:10][C:11](=[O:13])[CH3:12])[CH:9]=1)(=[O:3])[CH3:2].CO[CH:17](OC)[N:18]([CH3:20])[CH3:19], predict the reaction product. The product is: [CH3:17][N:18]([CH3:20])[CH:19]=[CH:2][C:1]([C:4]1[CH:5]=[CH:6][C:7]([F:14])=[C:8]([NH:10][C:11](=[O:13])[CH3:12])[CH:9]=1)=[O:3]. (6) Given the reactants [OH:1][CH:2]([C:19]1[CH:24]=[CH:23][CH:22]=[CH:21][C:20]=1[O:25][CH3:26])[CH2:3][O:4][C:5]1[CH:18]=[CH:17][C:8](/[CH:9]=[C:10]2/[C:11](=[O:16])[NH:12][C:13](=[O:15])[S:14]/2)=[CH:7][CH:6]=1.N1C=CC=CC=1C1C=CC=CN=1.[BH4-].[Na+].[BH4-], predict the reaction product. The product is: [OH:1][CH:2]([C:19]1[CH:24]=[CH:23][CH:22]=[CH:21][C:20]=1[O:25][CH3:26])[CH2:3][O:4][C:5]1[CH:18]=[CH:17][C:8]([CH2:9][CH:10]2[S:14][C:13](=[O:15])[NH:12][C:11]2=[O:16])=[CH:7][CH:6]=1. (7) Given the reactants [H-].[Na+].CN(C=O)C.[OH:8][C:9]1[C:10]([CH3:15])=[N:11][CH:12]=[CH:13][CH:14]=1.[Cl:16][C:17]1[CH:22]=[C:21]([N+]([O-])=O)[CH:20]=[CH:19][N:18]=1, predict the reaction product. The product is: [Cl:16][C:17]1[CH:22]=[C:21]([O:8][C:9]2[C:10]([CH3:15])=[N:11][CH:12]=[CH:13][CH:14]=2)[CH:20]=[CH:19][N:18]=1.